This data is from Forward reaction prediction with 1.9M reactions from USPTO patents (1976-2016). The task is: Predict the product of the given reaction. (1) Given the reactants [OH-].[Na+].NO.ClC1C=C(C(C(F)(F)F)=CC(C2C=CC(C(N[C@@H]3CON(CC)C3=O)=O)=C(C)C=2)=O)C=C(Cl)C=1.[Cl:39][C:40]1[CH:41]=[C:42]([C:47]2([C:70]([F:73])([F:72])[F:71])[O:51][N:50]=[C:49]([C:52]3[CH:68]=[CH:67][C:55]([C:56]([NH:58][C@@H:59]4[CH2:63][O:62][N:61]([CH2:64][CH3:65])[C:60]4=[O:66])=[O:57])=[C:54]([CH3:69])[CH:53]=3)[CH2:48]2)[CH:43]=[C:44]([Cl:46])[CH:45]=1, predict the reaction product. The product is: [Cl:46][C:44]1[CH:43]=[C:42]([C:47]2([C:70]([F:72])([F:71])[F:73])[O:51][N:50]=[C:49]([C:52]3[CH:68]=[CH:67][C:55]([C:56]([NH:58][CH:59]4[CH2:63][O:62][N:61]([CH2:64][CH3:65])[C:60]4=[O:66])=[O:57])=[C:54]([CH3:69])[CH:53]=3)[CH2:48]2)[CH:41]=[C:40]([Cl:39])[CH:45]=1. (2) Given the reactants [CH2:1]([C@@:5]1([CH2:32][CH3:33])[NH:11][C@H:10]([C:12]2[CH:17]=[CH:16][CH:15]=[CH:14][CH:13]=2)[C:9]2[CH:18]=[C:19]([O:28][CH3:29])[C:20]([C:22](N(C)OC)=[O:23])=[CH:21][C:8]=2[S:7](=[O:31])(=[O:30])[CH2:6]1)[CH2:2][CH2:3][CH3:4].[CH3:34][Mg]Br.Cl.[NH4+], predict the reaction product. The product is: [CH2:1]([C@@:5]1([CH2:32][CH3:33])[NH:11][C@H:10]([C:12]2[CH:13]=[CH:14][CH:15]=[CH:16][CH:17]=2)[C:9]2[CH:18]=[C:19]([O:28][CH3:29])[C:20]([C:22](=[O:23])[CH3:34])=[CH:21][C:8]=2[S:7](=[O:30])(=[O:31])[CH2:6]1)[CH2:2][CH2:3][CH3:4]. (3) Given the reactants [Cl:1][C:2]1[CH:7]=[CH:6][C:5]([C:8]2[N:12]([CH:13]([CH:16]3[CH2:21][CH2:20][CH2:19][CH2:18][CH2:17]3)[CH2:14][OH:15])[C:11]3[CH:22]=[C:23]([F:27])[C:24]([F:26])=[CH:25][C:10]=3[N:9]=2)=[CH:4][CH:3]=1.[CH3:28][O:29][C:30](=[O:40])[C:31]1[CH:36]=[C:35]([O:37][CH3:38])[N:34]=[C:33](O)[CH:32]=1.N(C(OC(C)(C)C)=O)=NC(OC(C)(C)C)=O, predict the reaction product. The product is: [CH3:28][O:29][C:30](=[O:40])[C:31]1[CH:36]=[C:35]([O:37][CH3:38])[N:34]=[C:33]([O:15][CH2:14][CH:13]([N:12]2[C:11]3[CH:22]=[C:23]([F:27])[C:24]([F:26])=[CH:25][C:10]=3[N:9]=[C:8]2[C:5]2[CH:6]=[CH:7][C:2]([Cl:1])=[CH:3][CH:4]=2)[CH:16]2[CH2:17][CH2:18][CH2:19][CH2:20][CH2:21]2)[CH:32]=1. (4) Given the reactants CO[Na].[Na].[Cl:5][C:6]1[CH:23]=[CH:22][C:21]([F:24])=[CH:20][C:7]=1[CH2:8][NH:9][C:10]([NH:12][N:13]=[C:14]([CH3:19])[C:15](OC)=[O:16])=[S:11], predict the reaction product. The product is: [Cl:5][C:6]1[CH:23]=[CH:22][C:21]([F:24])=[CH:20][C:7]=1[CH2:8][N:9]1[C:15](=[O:16])[C:14]([CH3:19])=[N:13][NH:12][C:10]1=[S:11].